Dataset: Full USPTO retrosynthesis dataset with 1.9M reactions from patents (1976-2016). Task: Predict the reactants needed to synthesize the given product. (1) Given the product [C:1]1([CH2:7][O:8][CH2:9][CH2:10][O:11][CH2:12][CH2:13][O:14][CH2:15][CH2:16][O:17][CH2:18][CH2:19][O:20][CH2:21][CH2:22][O:23][CH2:24][CH2:25][O:26][CH2:44][CH2:45][O:46][CH2:47][CH2:48][O:49][CH2:50][CH2:51][O:52][CH3:53])[CH:6]=[CH:5][CH:4]=[CH:3][CH:2]=1, predict the reactants needed to synthesize it. The reactants are: [C:1]1([CH2:7][O:8][CH2:9][CH2:10][O:11][CH2:12][CH2:13][O:14][CH2:15][CH2:16][O:17][CH2:18][CH2:19][O:20][CH2:21][CH2:22][O:23][CH2:24][CH2:25][OH:26])[CH:6]=[CH:5][CH:4]=[CH:3][CH:2]=1.CC(C)([O-])C.[K+].CC1C=CC(S(O[CH2:44][CH2:45][O:46][CH2:47][CH2:48][O:49][CH2:50][CH2:51][O:52][CH3:53])(=O)=O)=CC=1.O. (2) Given the product [Br:16][C:14]1[N:13]=[N:12][C:11]([NH2:15])=[N:10][C:9]=1[C:3]1[CH:4]=[CH:5][C:6]([F:8])=[CH:7][C:2]=1[F:1], predict the reactants needed to synthesize it. The reactants are: [F:1][C:2]1[CH:7]=[C:6]([F:8])[CH:5]=[CH:4][C:3]=1[C:9]1[N:10]=[C:11]([NH2:15])[N:12]=[N:13][CH:14]=1.[Br:16]N1C(=O)CCC1=O. (3) Given the product [OH:10][CH:8]([CH3:9])[CH2:7][N:3]1[CH:4]=[CH:5][N:6]=[C:2]1[CH3:1], predict the reactants needed to synthesize it. The reactants are: [CH3:1][C:2]1[NH:3][CH:4]=[CH:5][N:6]=1.[CH2:7]1[O:10][CH:8]1[CH3:9]. (4) The reactants are: Br[C:2]1[CH:7]=[CH:6][C:5]([CH:8]([C:19]2[CH:24]=[CH:23][CH:22]=[CH:21][C:20]=2[CH3:25])[CH2:9][C:10]([C:12]2[CH:17]=[CH:16][N:15]=[C:14]([CH3:18])[CH:13]=2)=[O:11])=[CH:4][CH:3]=1.[CH3:26][O:27][C:28](=[O:33])[CH2:29][CH2:30][C:31]#[CH:32]. Given the product [CH3:26][O:27][C:28](=[O:33])[CH2:29][CH2:30][C:31]#[C:32][C:2]1[CH:7]=[CH:6][C:5]([CH:8]([C:19]2[CH:24]=[CH:23][CH:22]=[CH:21][C:20]=2[CH3:25])[CH2:9][C:10]([C:12]2[CH:17]=[CH:16][N:15]=[C:14]([CH3:18])[CH:13]=2)=[O:11])=[CH:4][CH:3]=1, predict the reactants needed to synthesize it. (5) Given the product [CH3:1][O:2][C:3]1[CH:4]=[CH:5][C:6]([C:9]2[CH:10]=[CH:11][C:12]([S:15]([NH:18][CH:19]([CH:23]3[CH2:24][CH2:25][N:26]([CH2:35][CH2:36][CH:37]([CH3:39])[CH3:38])[CH2:27][CH2:28]3)[C:20]([OH:22])=[O:21])(=[O:17])=[O:16])=[CH:13][CH:14]=2)=[CH:7][CH:8]=1, predict the reactants needed to synthesize it. The reactants are: [CH3:1][O:2][C:3]1[CH:8]=[CH:7][C:6]([C:9]2[CH:14]=[CH:13][C:12]([S:15]([NH:18][CH:19]([CH:23]3[CH2:28][CH2:27][NH:26][CH2:25][CH2:24]3)[C:20]([OH:22])=[O:21])(=[O:17])=[O:16])=[CH:11][CH:10]=2)=[CH:5][CH:4]=1.N1C=CC=CC=1.[CH:35](=O)[CH2:36][CH:37]([CH3:39])[CH3:38].Cl. (6) Given the product [C:25]([O:24][C:22](=[O:23])[CH2:21][N:3]1[C:4]2[C:9](=[CH:8][CH:7]=[C:6]([C:17]([O:19][CH3:20])=[O:18])[CH:5]=2)[C:10]([CH:11]2[CH2:16][CH2:15][CH2:14][CH2:13][CH2:12]2)=[C:2]1[C:34]1[CH:35]=[CH:36][C:31]([O:30][CH3:29])=[CH:32][CH:33]=1)([CH3:28])([CH3:27])[CH3:26], predict the reactants needed to synthesize it. The reactants are: Br[C:2]1[N:3]([CH2:21][C:22]([O:24][C:25]([CH3:28])([CH3:27])[CH3:26])=[O:23])[C:4]2[C:9]([C:10]=1[CH:11]1[CH2:16][CH2:15][CH2:14][CH2:13][CH2:12]1)=[CH:8][CH:7]=[C:6]([C:17]([O:19][CH3:20])=[O:18])[CH:5]=2.[CH3:29][O:30][C:31]1[CH:36]=[CH:35][C:34](B(O)O)=[CH:33][CH:32]=1.C([O-])([O-])=O.[Na+].[Na+].